This data is from Forward reaction prediction with 1.9M reactions from USPTO patents (1976-2016). The task is: Predict the product of the given reaction. (1) Given the reactants [OH-].[Na+].[CH3:3][O:4][C:5]1[CH:10]=[CH:9][C:8]([C:11]2[C:19]3[C:18]([O:20][CH2:21][C:22]4([CH2:26][OH:27])[CH2:25][CH2:24][CH2:23]4)=[N:17][CH:16]=[N:15][C:14]=3[O:13][C:12]=2[C:28]2[CH:33]=[CH:32][CH:31]=[CH:30][CH:29]=2)=[CH:7][CH:6]=1.[C:34]([O:38][C:39](=[O:42])[CH2:40]Br)([CH3:37])([CH3:36])[CH3:35].Cl, predict the reaction product. The product is: [C:34]([O:38][C:39](=[O:42])[CH2:40][O:27][CH2:26][C:22]1([CH2:21][O:20][C:18]2[C:19]3[C:11]([C:8]4[CH:7]=[CH:6][C:5]([O:4][CH3:3])=[CH:10][CH:9]=4)=[C:12]([C:28]4[CH:33]=[CH:32][CH:31]=[CH:30][CH:29]=4)[O:13][C:14]=3[N:15]=[CH:16][N:17]=2)[CH2:25][CH2:24][CH2:23]1)([CH3:37])([CH3:36])[CH3:35]. (2) Given the reactants [OH:1][CH2:2][CH2:3][CH2:4][C@@:5]1([C:24]2[CH:29]=[CH:28][CH:27]=[CH:26][CH:25]=2)[O:10][C:9](=[O:11])[N:8]([C@H:12]([C:14]2[CH:23]=[CH:22][C:17]([C:18](OC)=[O:19])=[CH:16][CH:15]=2)[CH3:13])[CH2:7][CH2:6]1.[BH4-].[Na+].CO, predict the reaction product. The product is: [OH:19][CH2:18][C:17]1[CH:22]=[CH:23][C:14]([C@@H:12]([N:8]2[CH2:7][CH2:6][C@:5]([CH2:4][CH2:3][CH2:2][OH:1])([C:24]3[CH:25]=[CH:26][CH:27]=[CH:28][CH:29]=3)[O:10][C:9]2=[O:11])[CH3:13])=[CH:15][CH:16]=1. (3) Given the reactants [NH:1](C(OC(C)(C)C)=O)[CH2:2][C:3]([NH:5][CH2:6][C:7]([OH:9])=[O:8])=[O:4].[C:17]([OH:23])([C:19]([F:22])([F:21])[F:20])=[O:18], predict the reaction product. The product is: [C:17]([OH:23])([C:19]([F:22])([F:21])[F:20])=[O:18].[NH2:1][CH2:2][C:3]([NH:5][CH2:6][C:7]([OH:9])=[O:8])=[O:4]. (4) Given the reactants [OH:1][N:2]=[C:3]([NH2:10])[C:4]1[CH:9]=[CH:8][CH:7]=[N:6][CH:5]=1.[F:11][C:12]1[CH:20]=[C:19]([F:21])[C:18]([F:22])=[CH:17][C:13]=1[C:14](O)=O.N, predict the reaction product. The product is: [F:11][C:12]1[CH:20]=[C:19]([F:21])[C:18]([F:22])=[CH:17][C:13]=1[C:14]1[O:1][N:2]=[C:3]([C:4]2[CH:5]=[N:6][CH:7]=[CH:8][CH:9]=2)[N:10]=1. (5) Given the reactants C(OCC)(=O)C.[CH2:7]([O:14][C:15]1[CH:20]=[CH:19][C:18]([N:21]2[C:25]3[C:26](=[O:43])[N:27]([C:30]4[CH:35]=[CH:34][C:33]([N:36]5[CH2:41][CH2:40][CH2:39][CH2:38][C:37]5=[O:42])=[CH:32][CH:31]=4)[CH2:28][CH2:29][C:24]=3[C:23]([C:44](O)=[O:45])=[N:22]2)=[CH:17][CH:16]=1)[C:8]1[CH:13]=[CH:12][CH:11]=[CH:10][CH:9]=1.ClC(OCC(C)C)=O.[NH3:55], predict the reaction product. The product is: [CH2:7]([O:14][C:15]1[CH:20]=[CH:19][C:18]([N:21]2[C:25]3[C:26](=[O:43])[N:27]([C:30]4[CH:35]=[CH:34][C:33]([N:36]5[CH2:41][CH2:40][CH2:39][CH2:38][C:37]5=[O:42])=[CH:32][CH:31]=4)[CH2:28][CH2:29][C:24]=3[C:23]([C:44]([NH2:55])=[O:45])=[N:22]2)=[CH:17][CH:16]=1)[C:8]1[CH:9]=[CH:10][CH:11]=[CH:12][CH:13]=1. (6) Given the reactants [C:1]([Cu])#[N:2].Cl[C:5]1[N:10]=[CH:9][C:8]([CH2:11][OH:12])=[CH:7][C:6]=1[CH3:13].CC(OC)(C)C.N, predict the reaction product. The product is: [OH:12][CH2:11][C:8]1[CH:7]=[C:6]([CH3:13])[C:5]([C:1]#[N:2])=[N:10][CH:9]=1. (7) Given the reactants [Cl:1][C:2]1[CH:32]=[CH:31][C:5]([CH2:6][NH:7][C:8](=[O:30])[CH2:9][C@H:10]2[C:21](=[O:22])[O:20][CH2:19][C@@H:18]([C:23]3[CH:28]=[CH:27][CH:26]=[CH:25][CH:24]=3)[NH:17][C:16](=[O:29])[CH2:15][CH2:14]C=CC2)=[CH:4][CH:3]=1.O.C[N+]1([O-])CC[O:38]CC1.[CH3:42][C:43]([OH:46])([CH3:45])C, predict the reaction product. The product is: [Cl:1][C:2]1[CH:32]=[CH:31][C:5]([CH2:6][NH:7][C:8](=[O:30])[CH2:9][C@H:10]2[C:21](=[O:22])[O:20][CH2:19][C@@H:18]([C:23]3[CH:28]=[CH:27][CH:26]=[CH:25][CH:24]=3)[NH:17][C:16](=[O:29])[CH2:15][CH2:14][C@H:42]([OH:38])[C@@H:43]([OH:46])[CH2:45]2)=[CH:4][CH:3]=1. (8) Given the reactants [F:1][C:2]1[CH:7]=[C:6]([F:8])[CH:5]=[CH:4][C:3]=1[CH:9]([O:11][C:12](=[O:27])[NH:13][C:14]1[C:15]([CH3:26])=[N:16][O:17][C:18]=1[C:19]1[CH:24]=[CH:23][C:22](Br)=[CH:21][CH:20]=1)[CH3:10].[CH2:28]([O:30][C:31](=[O:48])[CH2:32][C:33]1[CH:38]=[CH:37][C:36](B2OC(C)(C)C(C)(C)O2)=[CH:35][CH:34]=1)[CH3:29], predict the reaction product. The product is: [CH2:28]([O:30][C:31](=[O:48])[CH2:32][C:33]1[CH:38]=[CH:37][C:36]([C:22]2[CH:23]=[CH:24][C:19]([C:18]3[O:17][N:16]=[C:15]([CH3:26])[C:14]=3[NH:13][C:12]([O:11][CH:9]([C:3]3[CH:4]=[CH:5][C:6]([F:8])=[CH:7][C:2]=3[F:1])[CH3:10])=[O:27])=[CH:20][CH:21]=2)=[CH:35][CH:34]=1)[CH3:29]. (9) Given the reactants [OH-].[Na+].[N+:3]([C:6]1[CH:11]=[CH:10][C:9]([CH2:12][C:13]#[N:14])=[CH:8][CH:7]=1)([O-:5])=[O:4].Br[CH2:16][CH2:17]Br.Cl, predict the reaction product. The product is: [N+:3]([C:6]1[CH:7]=[CH:8][C:9]([C:12]2([C:13]#[N:14])[CH2:17][CH2:16]2)=[CH:10][CH:11]=1)([O-:5])=[O:4].